From a dataset of NCI-60 drug combinations with 297,098 pairs across 59 cell lines. Regression. Given two drug SMILES strings and cell line genomic features, predict the synergy score measuring deviation from expected non-interaction effect. (1) Drug 1: CN(C)N=NC1=C(NC=N1)C(=O)N. Drug 2: CCCS(=O)(=O)NC1=C(C(=C(C=C1)F)C(=O)C2=CNC3=C2C=C(C=N3)C4=CC=C(C=C4)Cl)F. Cell line: UO-31. Synergy scores: CSS=16.5, Synergy_ZIP=-6.77, Synergy_Bliss=-2.61, Synergy_Loewe=-0.926, Synergy_HSA=-0.762. (2) Drug 1: C1CCN(CC1)CCOC2=CC=C(C=C2)C(=O)C3=C(SC4=C3C=CC(=C4)O)C5=CC=C(C=C5)O. Drug 2: CCC1(CC2CC(C3=C(CCN(C2)C1)C4=CC=CC=C4N3)(C5=C(C=C6C(=C5)C78CCN9C7C(C=CC9)(C(C(C8N6C=O)(C(=O)OC)O)OC(=O)C)CC)OC)C(=O)OC)O.OS(=O)(=O)O. Cell line: NCI/ADR-RES. Synergy scores: CSS=-3.81, Synergy_ZIP=2.89, Synergy_Bliss=0.438, Synergy_Loewe=-1.07, Synergy_HSA=-3.69. (3) Drug 1: C1=CC=C(C(=C1)C(C2=CC=C(C=C2)Cl)C(Cl)Cl)Cl. Drug 2: CCC1(C2=C(COC1=O)C(=O)N3CC4=CC5=C(C=CC(=C5CN(C)C)O)N=C4C3=C2)O.Cl. Cell line: SF-539. Synergy scores: CSS=39.3, Synergy_ZIP=3.29, Synergy_Bliss=2.67, Synergy_Loewe=-52.3, Synergy_HSA=2.21. (4) Drug 1: CC12CCC3C(C1CCC2O)C(CC4=C3C=CC(=C4)O)CCCCCCCCCS(=O)CCCC(C(F)(F)F)(F)F. Drug 2: C1=NC2=C(N1)C(=S)N=CN2. Cell line: T-47D. Synergy scores: CSS=22.7, Synergy_ZIP=-4.56, Synergy_Bliss=-5.37, Synergy_Loewe=-1.45, Synergy_HSA=-0.0919. (5) Drug 1: CC12CCC3C(C1CCC2=O)CC(=C)C4=CC(=O)C=CC34C. Drug 2: CC1=C(N=C(N=C1N)C(CC(=O)N)NCC(C(=O)N)N)C(=O)NC(C(C2=CN=CN2)OC3C(C(C(C(O3)CO)O)O)OC4C(C(C(C(O4)CO)O)OC(=O)N)O)C(=O)NC(C)C(C(C)C(=O)NC(C(C)O)C(=O)NCCC5=NC(=CS5)C6=NC(=CS6)C(=O)NCCC[S+](C)C)O. Cell line: NCI-H226. Synergy scores: CSS=47.4, Synergy_ZIP=-6.55, Synergy_Bliss=-0.269, Synergy_Loewe=0.225, Synergy_HSA=2.29. (6) Drug 1: CN1CCC(CC1)COC2=C(C=C3C(=C2)N=CN=C3NC4=C(C=C(C=C4)Br)F)OC. Drug 2: CCC1(C2=C(COC1=O)C(=O)N3CC4=CC5=C(C=CC(=C5CN(C)C)O)N=C4C3=C2)O.Cl. Cell line: ACHN. Synergy scores: CSS=31.3, Synergy_ZIP=-6.18, Synergy_Bliss=-2.01, Synergy_Loewe=-21.2, Synergy_HSA=-0.722. (7) Drug 1: CCC1=CC2CC(C3=C(CN(C2)C1)C4=CC=CC=C4N3)(C5=C(C=C6C(=C5)C78CCN9C7C(C=CC9)(C(C(C8N6C)(C(=O)OC)O)OC(=O)C)CC)OC)C(=O)OC.C(C(C(=O)O)O)(C(=O)O)O. Drug 2: C1=CC=C(C(=C1)C(C2=CC=C(C=C2)Cl)C(Cl)Cl)Cl. Cell line: 786-0. Synergy scores: CSS=36.4, Synergy_ZIP=1.22, Synergy_Bliss=1.56, Synergy_Loewe=-35.0, Synergy_HSA=1.81.